Dataset: Forward reaction prediction with 1.9M reactions from USPTO patents (1976-2016). Task: Predict the product of the given reaction. Given the reactants [F:1][C:2]([F:39])([F:38])[C:3]1[CH:4]=[C:5]([C:13]([CH3:37])([CH3:36])[C:14]([N:16]([C:18]2[C:19]([O:28][C:29]3[CH:34]=[CH:33][CH:32]=[CH:31][C:30]=3[CH3:35])=[N:20][C:21](S(C)(=O)=O)=[N:22][CH:23]=2)[CH3:17])=[O:15])[CH:6]=[C:7]([C:9]([F:12])([F:11])[F:10])[CH:8]=1.O1[CH2:45][CH2:44]OCC1, predict the reaction product. The product is: [F:1][C:2]([F:39])([F:38])[C:3]1[CH:4]=[C:5]([C:13]([CH3:37])([CH3:36])[C:14]([N:16]([CH3:17])[C:18]2[C:19]([O:28][C:29]3[CH:34]=[CH:33][CH:32]=[CH:31][C:30]=3[CH3:35])=[N:20][C:21]([N:22]3[CH2:45][CH2:44][N:16]([CH3:14])[CH2:18][CH2:23]3)=[N:22][CH:23]=2)=[O:15])[CH:6]=[C:7]([C:9]([F:12])([F:11])[F:10])[CH:8]=1.